From a dataset of Full USPTO retrosynthesis dataset with 1.9M reactions from patents (1976-2016). Predict the reactants needed to synthesize the given product. (1) Given the product [CH:2]([C:4]1[CH:5]=[C:6]([CH2:7][NH2:8])[CH:9]=[CH:10][N:11]=1)([CH3:3])[CH3:1], predict the reactants needed to synthesize it. The reactants are: [CH2:1]=[C:2]([C:4]1[CH:5]=[C:6]([CH:9]=[CH:10][N:11]=1)[C:7]#[N:8])[CH3:3].Cl. (2) Given the product [Br:22][C:23]1[CH:24]=[CH:25][C:26]([F:31])=[C:27]([CH2:28][NH:29][C:18](=[O:19])[CH2:17][N:10]2[C:11](=[O:16])[N:12]([CH:13]3[CH2:15][CH2:14]3)[C:8]([C:5]3[CH:6]=[CH:7][C:2]([Cl:1])=[CH:3][CH:4]=3)=[N:9]2)[CH:30]=1, predict the reactants needed to synthesize it. The reactants are: [Cl:1][C:2]1[CH:7]=[CH:6][C:5]([C:8]2[N:12]([CH:13]3[CH2:15][CH2:14]3)[C:11](=[O:16])[N:10]([CH2:17][C:18](O)=[O:19])[N:9]=2)=[CH:4][CH:3]=1.Cl.[Br:22][C:23]1[CH:24]=[CH:25][C:26]([F:31])=[C:27]([CH:30]=1)[CH2:28][NH2:29].C1C=CC2N(O)N=NC=2C=1.C(N(CC)C(C)C)(C)C.CCN=C=NCCCN(C)C.Cl. (3) The reactants are: C[C:2]1(C)[C:16]2[C:17]3[N:5]([C:6]4[CH:7]=[CH:8][CH:9]=[CH:10][C:11]=4[C:12]=3[CH:13]=[CH:14][CH:15]=2)[C:4]2[CH:18]=[CH:19][S:20][C:3]1=2.C1C(=O)N([Br:29])C(=O)C1.[OH2:30].CN([CH:34]=[O:35])C. Given the product [Br:29][C:14]1[CH:15]=[CH:16][C:17]2[N:5]([C:4]3[CH:18]=[CH:19][S:20][C:3]=3[C:2]([O:35][CH3:34])=[O:30])[C:6]3[C:11]([C:12]=2[CH:13]=1)=[CH:10][CH:9]=[CH:8][CH:7]=3, predict the reactants needed to synthesize it.